This data is from Forward reaction prediction with 1.9M reactions from USPTO patents (1976-2016). The task is: Predict the product of the given reaction. (1) Given the reactants ClC1C=CC(C[CH2:9][C:10]([NH2:12])=O)=CC=1CC.[OH-].[Na+].C(OI([C:26]1[CH:31]=[CH:30][CH:29]=[CH:28][CH:27]=1)OC(=O)C)(=O)C.[ClH:32].CO.[CH2:35]1[CH2:39]OCC1, predict the reaction product. The product is: [Cl:32][C:26]1[CH:27]=[CH:28][C:29]([CH2:9][CH2:10][NH2:12])=[CH:30][C:31]=1[CH2:39][CH3:35]. (2) The product is: [CH:34]([OH:53])=[O:33].[C:41]([C:39]1[CH:40]=[C:36]([NH:35][C:34]([NH:29][C@@H:22]2[C:23]3[C:28](=[CH:27][CH:26]=[CH:25][CH:24]=3)[C@H:19]([O:18][C:15]3[CH:16]=[CH:17][C:12]4[N:13]([C:9]([N:3]5[C@H:2]([CH3:1])[CH2:7][CH2:6][CH2:5][C@@H:4]5[CH3:8])=[N:10][N:11]=4)[CH:14]=3)[CH2:20][CH2:21]2)=[O:53])[N:37]([C:45]2[CH:50]=[CH:49][CH:48]=[C:47]([CH2:51][N:58]3[CH2:59][CH2:61][O:65][CH2:56][CH2:57]3)[CH:46]=2)[N:38]=1)([CH3:43])([CH3:42])[CH3:44]. Given the reactants [CH3:1][C@H:2]1[CH2:7][CH2:6][CH2:5][C@@H:4]([CH3:8])[N:3]1[C:9]1[N:13]2[CH:14]=[C:15]([O:18][C@H:19]3[C:28]4[C:23](=[CH:24][CH:25]=[CH:26][CH:27]=4)[C@@H:22]([NH2:29])[CH2:21][CH2:20]3)[CH:16]=[CH:17][C:12]2=[N:11][N:10]=1.ClC(Cl)(Cl)C[O:33][C:34](=[O:53])[NH:35][C:36]1[N:37]([C:45]2[CH:50]=[CH:49][CH:48]=[C:47]([CH2:51]O)[CH:46]=2)[N:38]=[C:39]([C:41]([CH3:44])([CH3:43])[CH3:42])[CH:40]=1.[CH3:56][CH2:57][N:58](C(C)C)[CH:59]([CH3:61])C.[O:65]1CCOCC1, predict the reaction product. (3) Given the reactants [Si]([O:8][CH2:9][C:10]1[CH:19]=[CH:18][CH:17]=[C:16]2[C:11]=1[C:12](=[O:38])[N:13]([C:21]1[CH:22]=[C:23]([CH:34]=[CH:35][C:36]=1[Cl:37])[C:24]([N:26]([CH3:33])[C:27]1[CH:32]=[CH:31][CH:30]=[CH:29][CH:28]=1)=[O:25])[C:14](=[O:20])[NH:15]2)(C(C)(C)C)(C)C.[F-].C([N+](CCCC)(CCCC)CCCC)CCC.Cl, predict the reaction product. The product is: [Cl:37][C:36]1[CH:35]=[CH:34][C:23]([C:24]([N:26]([CH3:33])[C:27]2[CH:32]=[CH:31][CH:30]=[CH:29][CH:28]=2)=[O:25])=[CH:22][C:21]=1[N:13]1[C:12](=[O:38])[C:11]2[C:16](=[CH:17][CH:18]=[CH:19][C:10]=2[CH2:9][OH:8])[NH:15][C:14]1=[O:20].